Dataset: Full USPTO retrosynthesis dataset with 1.9M reactions from patents (1976-2016). Task: Predict the reactants needed to synthesize the given product. Given the product [Si:1]([O:9][CH2:10][CH2:11][N:12]1[CH2:17][CH2:16][CH2:15][N:14]([CH:18]2[CH2:23][CH2:22][N:21]([C:24]([O:26][CH2:27][C:28]3[CH:29]=[CH:30][CH:31]=[CH:32][CH:33]=3)=[O:25])[CH2:20][CH2:19]2)[C:13]1=[O:34])([C:4]([CH3:7])([CH3:6])[CH3:5])([CH3:3])[CH3:2], predict the reactants needed to synthesize it. The reactants are: [Si:1](Cl)([C:4]([CH3:7])([CH3:6])[CH3:5])([CH3:3])[CH3:2].[OH:9][CH2:10][CH2:11][N:12]1[CH2:17][CH2:16][CH2:15][N:14]([CH:18]2[CH2:23][CH2:22][N:21]([C:24]([O:26][CH2:27][C:28]3[CH:33]=[CH:32][CH:31]=[CH:30][CH:29]=3)=[O:25])[CH2:20][CH2:19]2)[C:13]1=[O:34].C(N(CC)CC)C.